This data is from Forward reaction prediction with 1.9M reactions from USPTO patents (1976-2016). The task is: Predict the product of the given reaction. (1) Given the reactants [Cl:1][C:2]1[CH:3]=[C:4]([CH2:9][C:10]([OH:12])=[O:11])[CH:5]=[CH:6][C:7]=1[Cl:8].[CH3:13]O, predict the reaction product. The product is: [CH3:13][O:11][C:10](=[O:12])[CH2:9][C:4]1[CH:5]=[CH:6][C:7]([Cl:8])=[C:2]([Cl:1])[CH:3]=1. (2) Given the reactants [C:1]([O:5][C:6](=[O:22])[NH:7][C:8]1[CH:13]=[C:12]([O:14][CH2:15][C:16]([F:19])([F:18])[F:17])[C:11]([Cl:20])=[CH:10][C:9]=1[NH2:21])([CH3:4])([CH3:3])[CH3:2].C([O:27][C:28](=O)[CH2:29][C:30](=[O:43])[C:31]1[CH:36]=[CH:35][CH:34]=[C:33]([C:37]2[CH:38]=[N:39][CH:40]=[CH:41][CH:42]=2)[CH:32]=1)(C)(C)C, predict the reaction product. The product is: [C:1]([O:5][C:6](=[O:22])[NH:7][C:8]1[CH:13]=[C:12]([O:14][CH2:15][C:16]([F:19])([F:17])[F:18])[C:11]([Cl:20])=[CH:10][C:9]=1[NH:21][C:28](=[O:27])[CH2:29][C:30](=[O:43])[C:31]1[CH:36]=[CH:35][CH:34]=[C:33]([C:37]2[CH:38]=[N:39][CH:40]=[CH:41][CH:42]=2)[CH:32]=1)([CH3:4])([CH3:2])[CH3:3]. (3) The product is: [Cl:1][C:2]1[CH:3]=[CH:4][C:5]([C:8]2([O:34][CH3:37])[CH2:9][CH2:10][N:11]([CH2:14][CH2:15][CH:16]=[C:17]3[C:23]4[CH:24]=[CH:25][CH:26]=[CH:27][C:22]=4[CH2:21][O:20][C:19]4[CH:28]=[CH:29][CH:30]=[CH:31][C:18]3=4)[CH2:12][CH2:13]2)=[CH:6][CH:7]=1. Given the reactants [Cl:1][C:2]1[CH:7]=[CH:6][C:5]([C:8]2([OH:34])[CH2:13][CH2:12][N:11]([CH2:14][CH2:15][CH:16]=[C:17]3[C:23]4[CH:24]=[CH:25][CH:26]=[CH:27][C:22]=4[CH2:21][O:20][C:19]4[CH:28]=[CH:29][C:30](OC)=[CH:31][C:18]3=4)[CH2:10][CH2:9]2)=[CH:4][CH:3]=1.[H-].[Na+].[CH3:37]I.O, predict the reaction product. (4) Given the reactants [N:1]1[NH:2][N:3]=[N:4][C:5]=1[C:6]1[C:7]([NH2:12])=[N:8][CH:9]=[CH:10][CH:11]=1.[CH2:13]([O:20][C:21]1[CH:28]=[CH:27][C:24]([CH2:25]Cl)=[CH:23][CH:22]=1)[C:14]1[CH:19]=[CH:18][CH:17]=[CH:16][CH:15]=1.[I-].[Na+].[H-].[Na+], predict the reaction product. The product is: [CH2:13]([O:20][C:21]1[CH:22]=[CH:23][C:24]([CH2:25][N:3]2[N:2]=[N:1][C:5]([C:6]3[C:7]([NH2:12])=[N:8][CH:9]=[CH:10][CH:11]=3)=[N:4]2)=[CH:27][CH:28]=1)[C:14]1[CH:15]=[CH:16][CH:17]=[CH:18][CH:19]=1. (5) Given the reactants N1CCCC1.ClCC1C=CC([C@H](C2C=CC(Cl)=CC=2)[N:15]2[CH2:18][C:17](=[C:19]([C:24]3[CH:29]=[C:28]([F:30])[CH:27]=[C:26]([F:31])[CH:25]=3)[S:20]([CH3:23])(=[O:22])=[O:21])[CH2:16]2)=CC=1.[I-].[Na+], predict the reaction product. The product is: [F:31][C:26]1[CH:25]=[C:24]([C:19](=[C:17]2[CH2:18][NH:15][CH2:16]2)[S:20]([CH3:23])(=[O:22])=[O:21])[CH:29]=[C:28]([F:30])[CH:27]=1. (6) Given the reactants C(ON)C1C=CC=CC=1.C(Cl)(=O)C.C([O:16][P:17]([O:21][CH2:22][CH3:23])[O:18][CH2:19][CH3:20])C.[Br:24][CH2:25][CH2:26][CH2:27]Br, predict the reaction product. The product is: [Br:24][CH2:25][CH2:26][CH2:27][P:17](=[O:16])([O:18][CH2:19][CH3:20])[O:21][CH2:22][CH3:23].